Dataset: Blood-brain barrier penetration binary classification data from Martins et al.. Task: Regression/Classification. Given a drug SMILES string, predict its absorption, distribution, metabolism, or excretion properties. Task type varies by dataset: regression for continuous measurements (e.g., permeability, clearance, half-life) or binary classification for categorical outcomes (e.g., BBB penetration, CYP inhibition). Dataset: bbb_martins. (1) The molecule is NCCc1nc(-c2ccccc2)cs1. The result is 0 (does not penetrate BBB). (2) The molecule is CC(C)(Oc1ccc(Cl)cc1)C(=O)N[C@@H](C(=O)N[C@@H]1C(=O)N2[C@@H](C(=O)O)C(C)(C)S[C@H]12)c1ccccc1. The result is 0 (does not penetrate BBB). (3) The result is 0 (does not penetrate BBB). The drug is NCC1CCC(N)C(OC2C(N)CC(N)C(OC3OC(CO)C(O)C(N)C3O)C2O)O1. (4) The molecule is CC1(C)S[C@@H]2[C@H](N=CN3CCCCCC3)C(=O)N2[C@H]1C(=O)O. The result is 0 (does not penetrate BBB). (5) The molecule is FC(F)(F)CCl. The result is 1 (penetrates BBB). (6) The drug is CCC1(C)OC(=O)N(C)C1=O. The result is 1 (penetrates BBB).